Dataset: Forward reaction prediction with 1.9M reactions from USPTO patents (1976-2016). Task: Predict the product of the given reaction. Given the reactants COC1C=CC(C[N:8](CC2C=CC(OC)=CC=2)[C:9]2[N:14]=[C:13]([CH3:15])[N:12]=[C:11]([C:16]3[C:17]([NH:33][C:34]4[CH:39]=[CH:38][C:37]([NH:40][C:41](=[O:43])[CH3:42])=[C:36]([F:44])[CH:35]=4)=[N:18][CH:19]=[C:20]([CH2:22][N:23]4[CH2:28][CH2:27][N:26]([S:29]([CH3:32])(=[O:31])=[O:30])[CH2:25][CH2:24]4)[CH:21]=3)[N:10]=2)=CC=1.FC(F)(F)C(O)=O.FC(F)(F)S(O)(=O)=O.C([O-])(O)=O.[Na+], predict the reaction product. The product is: [NH2:8][C:9]1[N:14]=[C:13]([CH3:15])[N:12]=[C:11]([C:16]2[C:17]([NH:33][C:34]3[CH:39]=[CH:38][C:37]([NH:40][C:41](=[O:43])[CH3:42])=[C:36]([F:44])[CH:35]=3)=[N:18][CH:19]=[C:20]([CH2:22][N:23]3[CH2:24][CH2:25][N:26]([S:29]([CH3:32])(=[O:30])=[O:31])[CH2:27][CH2:28]3)[CH:21]=2)[N:10]=1.